From a dataset of Full USPTO retrosynthesis dataset with 1.9M reactions from patents (1976-2016). Predict the reactants needed to synthesize the given product. (1) Given the product [Cl:31][C:25]1[CH:26]=[CH:27][CH:28]=[C:29]([Cl:30])[C:24]=1[C:23]([NH:22][C@@H:4]([CH2:5]/[CH:6]=[CH:7]/[C:8]1[CH:13]=[CH:12][C:11]([C:14]2([O:20][CH3:21])[CH2:19][CH2:18][O:17][CH2:16][CH2:15]2)=[CH:10][CH:9]=1)[C:3]([OH:33])=[O:2])=[O:32], predict the reactants needed to synthesize it. The reactants are: C[O:2][C:3](=[O:33])[C@@H:4]([NH:22][C:23](=[O:32])[C:24]1[C:29]([Cl:30])=[CH:28][CH:27]=[CH:26][C:25]=1[Cl:31])[CH2:5]/[CH:6]=[CH:7]/[C:8]1[CH:13]=[CH:12][C:11]([C:14]2([O:20][CH3:21])[CH2:19][CH2:18][O:17][CH2:16][CH2:15]2)=[CH:10][CH:9]=1.O.O.O.O.O.O.O.O.[OH-].[Ba+2].[OH-]. (2) Given the product [Cl:24][CH2:22][C:19]1[CH:20]=[CH:21][C:16]([CH2:15][CH2:14][CH2:13][C:3]2[N:4]=[C:5]([C:7]3[CH:12]=[CH:11][CH:10]=[CH:9][CH:8]=3)[O:6][C:2]=2[CH3:1])=[CH:17][CH:18]=1, predict the reactants needed to synthesize it. The reactants are: [CH3:1][C:2]1[O:6][C:5]([C:7]2[CH:12]=[CH:11][CH:10]=[CH:9][CH:8]=2)=[N:4][C:3]=1[CH2:13][CH2:14][CH2:15][C:16]1[CH:21]=[CH:20][C:19]([CH2:22]O)=[CH:18][CH:17]=1.[Cl-:24].C(N(CC)CC)C.